Dataset: Full USPTO retrosynthesis dataset with 1.9M reactions from patents (1976-2016). Task: Predict the reactants needed to synthesize the given product. (1) Given the product [NH2:7][C:6]1[CH:5]=[C:4]([N:1]2[C:12]([CH2:11][NH:14][C:15](=[O:21])[O:16][C:17]([CH3:19])([CH3:18])[CH3:20])=[CH:13][N:3]=[N:2]2)[CH:10]=[CH:9][CH:8]=1, predict the reactants needed to synthesize it. The reactants are: [N:1]([C:4]1[CH:5]=[C:6]([CH:8]=[CH:9][CH:10]=1)[NH2:7])=[N+:2]=[N-:3].[CH2:11]([NH:14][C:15](=[O:21])[O:16][C:17]([CH3:20])([CH3:19])[CH3:18])[C:12]#[CH:13].C1(C)C=CC=CC=1. (2) Given the product [I:1][CH:28]([C:58]1[O:59][CH:60]=[CH:61][N:62]=1)[CH2:29][C@H:30]1[CH2:41][CH2:40][C:39]2[S:38][C:37]3[N:36]=[CH:35][N:34]=[C:33]([O:42][CH:43]4[CH2:48][CH2:47][CH:46]([N:49]([CH3:57])[C:50](=[O:56])[O:51][C:52]([CH3:53])([CH3:54])[CH3:55])[CH2:45][CH2:44]4)[C:32]=3[C:31]1=2, predict the reactants needed to synthesize it. The reactants are: [I:1]I.C1C=CC(P(C2C=CC=CC=2)C2C=CC=CC=2)=CC=1.N1C=CN=C1.O[CH:28]([C:58]1[O:59][CH:60]=[CH:61][N:62]=1)[CH2:29][C@H:30]1[CH2:41][CH2:40][C:39]2[S:38][C:37]3[N:36]=[CH:35][N:34]=[C:33]([O:42][CH:43]4[CH2:48][CH2:47][CH:46]([N:49]([CH3:57])[C:50](=[O:56])[O:51][C:52]([CH3:55])([CH3:54])[CH3:53])[CH2:45][CH2:44]4)[C:32]=3[C:31]1=2. (3) Given the product [CH:1]([O:4][C:5]1[CH:16]=[CH:15][CH:14]=[CH:13][C:6]=1[C:7]([OH:9])=[O:8])([CH3:3])[CH3:2], predict the reactants needed to synthesize it. The reactants are: [CH:1]([O:4][C:5]1[CH:16]=[CH:15][CH:14]=[CH:13][C:6]=1[C:7]([O:9]C(C)C)=[O:8])([CH3:3])[CH3:2].CC(C)([O-])C.[K+].CCCCCC.C(OCC)(=O)C.Cl. (4) Given the product [ClH:63].[NH:53]1[CH2:54][CH:55]=[C:51]([C:42]2[CH:43]=[C:44]([C:47]([F:50])([F:48])[F:49])[CH:45]=[CH:46][C:41]=2[C:37]2[CH:36]=[CH:35][CH:34]=[C:33]3[C:38]=2[CH2:39][CH2:40][N:31]([S:28]([NH:27][C:26]2[S:22][N:23]=[CH:24][N:25]=2)(=[O:30])=[O:29])[CH2:32]3)[CH2:52]1, predict the reactants needed to synthesize it. The reactants are: CC1(C)C(C)(C)OB(C2CN(C(OC(C)(C)C)=O)CC=2)O1.[S:22]1[C:26]([NH:27][S:28]([N:31]2[CH2:40][CH2:39][C:38]3[C:33](=[CH:34][CH:35]=[CH:36][C:37]=3[C:41]3[CH:46]=[CH:45][C:44]([C:47]([F:50])([F:49])[F:48])=[CH:43][C:42]=3[C:51]3[CH2:52][N:53](C(OC(C)(C)C)=O)[CH2:54][CH:55]=3)[CH2:32]2)(=[O:30])=[O:29])=[N:25][CH:24]=[N:23]1.[ClH:63]. (5) Given the product [NH2:1][C:2]1[N:7]2[CH:8]=[CH:9][N:10]=[C:6]2[C:5]([C:11]([NH:13][CH:14]2[CH2:19][CH2:18][N:17]([CH2:20][CH2:21][CH2:22][O:23][CH3:24])[CH2:16][CH2:15]2)=[O:12])=[CH:4][CH:3]=1, predict the reactants needed to synthesize it. The reactants are: [NH2:1][C:2]1[N:7]2[CH:8]=[CH:9][N:10]=[C:6]2[C:5]([C:11]([NH:13][CH:14]2[CH2:19][CH2:18][N:17]([CH2:20][CH2:21][CH2:22][O:23][CH3:24])[CH2:16][CH2:15]2)=[O:12])=[CH:4][C:3]=1Cl.NC1N2C=CN=C2C(C(NCC2CCN(CCCC)CC2)=O)=CC=1Cl. (6) The reactants are: CC(OC(/N=N/C(OC(C)(C)C)=O)=O)(C)C.[Cl:17][C:18]1[CH:23]=[C:22]([N+:24]([O-:26])=[O:25])[CH:21]=[CH:20][C:19]=1[OH:27].C1(P(C2C=CC=CC=2)C2C=CC=CC=2)C=CC=CC=1.[CH3:47][N:48]1[C:52]([CH3:53])=[CH:51][C:50]([CH2:54]O)=[N:49]1. Given the product [Cl:17][C:18]1[CH:23]=[C:22]([N+:24]([O-:26])=[O:25])[CH:21]=[CH:20][C:19]=1[O:27][CH2:54][C:50]1[CH:51]=[C:52]([CH3:53])[N:48]([CH3:47])[N:49]=1, predict the reactants needed to synthesize it.